Dataset: Forward reaction prediction with 1.9M reactions from USPTO patents (1976-2016). Task: Predict the product of the given reaction. (1) The product is: [Cl:17][C:12]1[C:11]2[C:6](=[N:7][CH:8]=[CH:9][CH:10]=2)[N:5]2[N:1]=[N:2][N:3]=[C:4]2[CH:13]=1. Given the reactants [N:1]1[N:5]2[C:6]3[C:11]([C:12](O)=[CH:13][C:4]2=[N:3][N:2]=1)=[CH:10][CH:9]=[CH:8][N:7]=3.P(Cl)(Cl)([Cl:17])=O, predict the reaction product. (2) Given the reactants [F:1][C:2]([F:7])([F:6])[C:3]([OH:5])=[O:4].C(OC(=O)[NH:14][CH:15]([CH2:34][C:35]1[CH:40]=[CH:39][C:38]([O:41][CH3:42])=[CH:37][C:36]=1[OH:43])[C:16]([N:18]1[CH2:21][C:20]([O:29][CH2:30][CH2:31][CH2:32][CH3:33])([C:22]2[CH:27]=[CH:26][CH:25]=[CH:24][C:23]=2[CH3:28])[CH2:19]1)=[O:17])(C)(C)C, predict the reaction product. The product is: [F:1][C:2]([F:7])([F:6])[C:3]([OH:5])=[O:4].[NH2:14][CH:15]([CH2:34][C:35]1[CH:40]=[CH:39][C:38]([O:41][CH3:42])=[CH:37][C:36]=1[OH:43])[C:16]([N:18]1[CH2:21][C:20]([O:29][CH2:30][CH2:31][CH2:32][CH3:33])([C:22]2[CH:27]=[CH:26][CH:25]=[CH:24][C:23]=2[CH3:28])[CH2:19]1)=[O:17]. (3) Given the reactants [F:1][C:2]1[CH:3]=[C:4]([NH:14]N)[CH:5]=[C:6]2[C:11]=1[NH:10][C:9](=[O:12])[CH:8]=[C:7]2[Cl:13].[F:16][C:17]([F:22])([F:21])[C:18](O)=O, predict the reaction product. The product is: [Cl:13][C:7]1[C:6]2[C:11](=[C:2]([F:1])[CH:3]=[C:4]3[N:14]([CH2:18][C:17]([F:22])([F:21])[F:16])[CH:11]([CH3:6])[CH:2]([CH3:3])[C:5]3=2)[NH:10][C:9](=[O:12])[CH:8]=1. (4) Given the reactants [Br:1][C:2]1[CH:3]=[N:4][CH:5]=[C:6]([Br:10])[C:7]=1[CH:8]=O.[NH:11]([CH2:13][CH2:14][OH:15])[NH2:12], predict the reaction product. The product is: [Br:1][C:2]1[CH:3]=[N:4][CH:5]=[C:6]([Br:10])[C:7]=1/[CH:8]=[N:12]/[NH:11][CH2:13][CH2:14][OH:15]. (5) Given the reactants [N+:1]([O-:4])(O)=[O:2].[Cl:5][C:6]1[CH:15]=[CH:14][C:13]2[C:8](=[CH:9][CH:10]=[CH:11][CH:12]=2)[N:7]=1, predict the reaction product. The product is: [Cl:5][C:6]1[CH:15]=[CH:14][C:13]2[C:8](=[CH:9][CH:10]=[CH:11][C:12]=2[N+:1]([O-:4])=[O:2])[N:7]=1. (6) Given the reactants O1C2C(=CC=CC=2)/C(=[N:11]/[OH:12])/CC1.[CH2:13]([CH:15]1[CH2:23][C:22]2[C:17](=[CH:18][CH:19]=[CH:20][CH:21]=2)[C:16]1=O)[CH3:14], predict the reaction product. The product is: [CH2:13]([CH:15]1[CH2:23][C:22]2[C:17](=[CH:18][CH:19]=[CH:20][CH:21]=2)[C:16]1=[N:11][OH:12])[CH3:14]. (7) Given the reactants [CH:1]1([CH2:4][O:5][CH:6]2[CH2:11][CH2:10][NH:9][CH2:8][CH2:7]2)[CH2:3][CH2:2]1.N1([C:18]2[CH:19]=[CH:20][C:21]3[N:22]([C:24]([C:27]([F:30])([F:29])[F:28])=[N:25][N:26]=3)[N:23]=2)CCNCC1, predict the reaction product. The product is: [CH:1]1([CH2:4][O:5][CH:6]2[CH2:11][CH2:10][N:9]([C:18]3[CH:19]=[CH:20][C:21]4[N:22]([C:24]([C:27]([F:28])([F:30])[F:29])=[N:25][N:26]=4)[N:23]=3)[CH2:8][CH2:7]2)[CH2:2][CH2:3]1. (8) Given the reactants [H-].[Na+].C(OP([CH:11]([CH3:17])[C:12]([O:14][CH2:15][CH3:16])=[O:13])(OCC)=O)C.[C:18]1([CH:24]([C:30]2[CH:35]=[CH:34][CH:33]=[CH:32][CH:31]=2)[N:25]2[CH2:28][C:27](=O)[CH2:26]2)[CH:23]=[CH:22][CH:21]=[CH:20][CH:19]=1.O, predict the reaction product. The product is: [C:18]1([CH:24]([C:30]2[CH:35]=[CH:34][CH:33]=[CH:32][CH:31]=2)[N:25]2[CH2:28][C:27](=[C:11]([CH3:17])[C:12]([O:14][CH2:15][CH3:16])=[O:13])[CH2:26]2)[CH:19]=[CH:20][CH:21]=[CH:22][CH:23]=1. (9) Given the reactants [OH:1][CH2:2][CH2:3][CH2:4][O:5][C:6]1[CH:11]=[CH:10][C:9]([C:12]2[N:17]=[C:16]([C:18]#[N:19])[C:15]3[N:20]=[CH:21][N:22]([CH:23]4[CH2:28][CH2:27][CH2:26][CH2:25][O:24]4)[C:14]=3[CH:13]=2)=[CH:8][C:7]=1[C:29]([F:32])([F:31])[F:30].CCN(C(C)C)C(C)C.[CH3:42][S:43](Cl)(=[O:45])=[O:44], predict the reaction product. The product is: [CH3:42][S:43]([O:1][CH2:2][CH2:3][CH2:4][O:5][C:6]1[CH:11]=[CH:10][C:9]([C:12]2[N:17]=[C:16]([C:18]#[N:19])[C:15]3[N:20]=[CH:21][N:22]([CH:23]4[CH2:28][CH2:27][CH2:26][CH2:25][O:24]4)[C:14]=3[CH:13]=2)=[CH:8][C:7]=1[C:29]([F:31])([F:30])[F:32])(=[O:45])=[O:44].